The task is: Predict which catalyst facilitates the given reaction.. This data is from Catalyst prediction with 721,799 reactions and 888 catalyst types from USPTO. (1) Reactant: [CH3:1][C:2]1[CH:7]=[CH:6][C:5]([CH3:8])=[CH:4][N:3]=1.C1C=C(Cl)C=C(C(OO)=[O:17])C=1. Product: [CH3:1][C:2]1[CH:7]=[CH:6][C:5]([CH3:8])=[CH:4][N+:3]=1[O-:17]. The catalyst class is: 2. (2) Reactant: Br[C:2]1[CH:30]=[CH:29][C:5]([O:6][C:7]2[C:16]3[C:11](=[CH:12][C:13]([O:19][CH2:20][CH2:21][CH2:22][N:23]4[CH2:28][CH2:27][O:26][CH2:25][CH2:24]4)=[C:14]([O:17][CH3:18])[CH:15]=3)[N:10]=[CH:9][CH:8]=2)=[C:4]([F:31])[CH:3]=1.[NH2:32][C:33]1[CH:38]=[CH:37][CH:36]=[CH:35][CH:34]=1.C1(P(C2C=CC=CC=2)C2C3OC4C(=CC=CC=4P(C4C=CC=CC=4)C4C=CC=CC=4)C(C)(C)C=3C=CC=2)C=CC=CC=1.C([O-])([O-])=O.[Cs+].[Cs+]. Product: [F:31][C:4]1[CH:3]=[C:2]([CH:30]=[CH:29][C:5]=1[O:6][C:7]1[C:16]2[C:11](=[CH:12][C:13]([O:19][CH2:20][CH2:21][CH2:22][N:23]3[CH2:28][CH2:27][O:26][CH2:25][CH2:24]3)=[C:14]([O:17][CH3:18])[CH:15]=2)[N:10]=[CH:9][CH:8]=1)[NH:32][C:33]1[CH:38]=[CH:37][CH:36]=[CH:35][CH:34]=1. The catalyst class is: 488. (3) Reactant: C([O:3][C:4](=[O:16])[C:5]([CH3:15])([S:7]([CH2:10][CH2:11][CH:12]([CH3:14])[CH3:13])(=[O:9])=[O:8])[CH3:6])C.O.[OH-].[Li+]. Product: [CH3:15][C:5]([S:7]([CH2:10][CH2:11][CH:12]([CH3:14])[CH3:13])(=[O:9])=[O:8])([CH3:6])[C:4]([OH:16])=[O:3]. The catalyst class is: 38. (4) Reactant: [CH3:1][O:2][C:3](=[O:20])[C:4]([C:12]1[CH:17]=[CH:16][C:15]([Cl:18])=[C:14]([Cl:19])[CH:13]=1)([CH3:11])[CH2:5][CH:6](OC)[O:7]C.Cl. Product: [CH3:1][O:2][C:3](=[O:20])[C:4]([C:12]1[CH:17]=[CH:16][C:15]([Cl:18])=[C:14]([Cl:19])[CH:13]=1)([CH3:11])[CH2:5][CH:6]=[O:7]. The catalyst class is: 20.